Dataset: Forward reaction prediction with 1.9M reactions from USPTO patents (1976-2016). Task: Predict the product of the given reaction. (1) Given the reactants [Cl:1][C:2]1[CH:7]=[CH:6][C:5]([CH2:8][CH:9]([NH:24][C:25](=[O:40])[CH2:26][CH2:27][NH:28][S:29]([C:32]2[CH:37]=[CH:36][C:35]([O:38][CH3:39])=[CH:34][CH:33]=2)(=[O:31])=[O:30])[C:10]([N:12]([CH2:16][CH:17](OCC)OCC)[CH:13]([CH3:15])[CH3:14])=[O:11])=[CH:4][CH:3]=1, predict the reaction product. The product is: [Cl:1][C:2]1[CH:3]=[CH:4][C:5]([CH2:8][CH:9]2[N:24]3[C:25](=[O:40])[CH2:26][CH2:27][N:28]([S:29]([C:32]4[CH:37]=[CH:36][C:35]([O:38][CH3:39])=[CH:34][CH:33]=4)(=[O:31])=[O:30])[CH:17]3[CH2:16][N:12]([CH:13]([CH3:14])[CH3:15])[C:10]2=[O:11])=[CH:6][CH:7]=1. (2) Given the reactants [CH3:1][NH:2][C@H:3]1[CH2:8][CH2:7][C@H:6]([CH2:9][CH2:10][CH2:11][CH2:12]OS(C)(=O)=O)[CH2:5][CH2:4]1.FC(F)(F)C(O)=O.[F:25][C:26]([F:38])([F:37])[C:27]1[CH:32]=[CH:31][C:30]([S:33](Cl)(=[O:35])=[O:34])=[CH:29][CH:28]=1.[NH:39]1[CH2:44][CH2:43][CH2:42][CH2:41][CH2:40]1, predict the reaction product. The product is: [CH3:1][N:2]([C@H:3]1[CH2:4][CH2:5][C@H:6]([CH2:9][CH2:10][CH2:11][CH2:12][N:39]2[CH2:44][CH2:43][CH2:42][CH2:41][CH2:40]2)[CH2:7][CH2:8]1)[S:33]([C:30]1[CH:31]=[CH:32][C:27]([C:26]([F:38])([F:37])[F:25])=[CH:28][CH:29]=1)(=[O:35])=[O:34]. (3) Given the reactants [NH2:1][C@@H:2]([C@@H:7]([O:18][CH3:19])[C:8]1[CH:13]=[CH:12][C:11]([C:14]([F:17])([F:16])[F:15])=[CH:10][CH:9]=1)[C:3]([O:5][CH3:6])=[O:4].[C:20](O[C:20]([O:22][C:23]([CH3:26])([CH3:25])[CH3:24])=[O:21])([O:22][C:23]([CH3:26])([CH3:25])[CH3:24])=[O:21].C(=O)(O)[O-].[Na+], predict the reaction product. The product is: [C:23]([O:22][C:20]([NH:1][C@@H:2]([C@@H:7]([O:18][CH3:19])[C:8]1[CH:13]=[CH:12][C:11]([C:14]([F:16])([F:17])[F:15])=[CH:10][CH:9]=1)[C:3]([O:5][CH3:6])=[O:4])=[O:21])([CH3:26])([CH3:25])[CH3:24].